Dataset: Catalyst prediction with 721,799 reactions and 888 catalyst types from USPTO. Task: Predict which catalyst facilitates the given reaction. (1) Reactant: [F:1][C:2]([F:9])([F:8])[CH:3]([OH:7])[CH2:4][CH2:5]I.[N-:10]=[N+:11]=[N-:12].[Na+]. Product: [N:10]([CH2:5][CH2:4][CH:3]([OH:7])[C:2]([F:9])([F:8])[F:1])=[N+:11]=[N-:12]. The catalyst class is: 58. (2) Reactant: [NH2:1][C:2]1[CH:7]=[C:6]([C:8]([F:11])([F:10])[F:9])[C:5]([C:12]2[CH:17]=[CH:16][CH:15]=[C:14]([NH:18][S:19]([CH3:22])(=[O:21])=[O:20])[CH:13]=2)=[C:4]([Cl:23])[CH:3]=1.C(=O)([O-])[O-].[Ca+2].[C:29](Cl)(Cl)=[S:30].Cl. Product: [Cl:23][C:4]1[CH:3]=[C:2]([N:1]=[C:29]=[S:30])[CH:7]=[C:6]([C:8]([F:11])([F:9])[F:10])[C:5]=1[C:12]1[CH:17]=[CH:16][CH:15]=[C:14]([NH:18][S:19]([CH3:22])(=[O:21])=[O:20])[CH:13]=1. The catalyst class is: 46. (3) Reactant: [NH2:1][C:2]1[C:40]([C:41]([F:44])([F:43])[F:42])=[CH:39][C:5]([CH2:6][C:7]([CH2:18][C:19](=[O:38])[N:20]2[CH2:25][CH2:24][CH:23]([N:26]3[CH2:32][CH2:31][C:30]4[CH:33]=[CH:34][CH:35]=[CH:36][C:29]=4[NH:28][C:27]3=[O:37])[CH2:22][CH2:21]2)(C(OCC)=O)[C:8]([O:10]CC)=[O:9])=[CH:4][C:3]=1[Cl:45].[OH-].[Na+]. Product: [NH2:1][C:2]1[C:40]([C:41]([F:43])([F:42])[F:44])=[CH:39][C:5]([CH2:6][CH:7]([CH2:18][C:19](=[O:38])[N:20]2[CH2:21][CH2:22][CH:23]([N:26]3[CH2:32][CH2:31][C:30]4[CH:33]=[CH:34][CH:35]=[CH:36][C:29]=4[NH:28][C:27]3=[O:37])[CH2:24][CH2:25]2)[C:8]([OH:10])=[O:9])=[CH:4][C:3]=1[Cl:45]. The catalyst class is: 88.